This data is from Reaction yield outcomes from USPTO patents with 853,638 reactions. The task is: Predict the reaction yield, written as a fraction of the theoretical maximum amount of product (1.0 means a 100% yield; for example, 0.34 means a 34% yield). (1) The reactants are C1(C)C=CC(S([O-])(=O)=O)=CC=1.[CH2:12]([N+:16]1[C:24]2[CH:23]=[CH:22][C:21]3[CH:25]=[CH:26][CH:27]=[CH:28][C:20]=3[C:19]=2[C:18]([CH3:30])([CH3:29])[C:17]=1[CH:31]=[CH:32][C:33]1[CH2:37][CH2:36][C:35](=[CH:38][CH:39]=[C:40]2[C:48]([CH3:50])([CH3:49])[C:47]3[C:46]4[CH:51]=[CH:52][CH:53]=[CH:54][C:45]=4[CH:44]=[CH:43][C:42]=3[N:41]2[CH2:55][CH2:56][CH2:57][CH3:58])[C:34]=1[S:59]([C:62]1[CH:67]=[CH:66][CH:65]=[CH:64][CH:63]=1)(=[O:61])=[O:60])[CH2:13][CH2:14][CH3:15].[F:68][C:69]([F:84])([S:80]([O-:83])(=[O:82])=[O:81])[C:70]([F:79])([F:78])[C:71]([F:77])([F:76])[C:72]([F:75])([F:74])[F:73].[K+].C(C(C)=O)C(C)C. The catalyst is O. The product is [F:84][C:69]([F:68])([S:80]([O-:83])(=[O:82])=[O:81])[C:70]([F:78])([F:79])[C:71]([F:77])([F:76])[C:72]([F:75])([F:74])[F:73].[CH2:12]([N+:16]1[C:24]2[CH:23]=[CH:22][C:21]3[CH:25]=[CH:26][CH:27]=[CH:28][C:20]=3[C:19]=2[C:18]([CH3:29])([CH3:30])[C:17]=1[CH:31]=[CH:32][C:33]1[CH2:37][CH2:36][C:35](=[CH:38][CH:39]=[C:40]2[C:48]([CH3:49])([CH3:50])[C:47]3[C:46]4[CH:51]=[CH:52][CH:53]=[CH:54][C:45]=4[CH:44]=[CH:43][C:42]=3[N:41]2[CH2:55][CH2:56][CH2:57][CH3:58])[C:34]=1[S:59]([C:62]1[CH:63]=[CH:64][CH:65]=[CH:66][CH:67]=1)(=[O:61])=[O:60])[CH2:13][CH2:14][CH3:15]. The yield is 0.920. (2) The reactants are [C:1]([O:5][C:6]([N:8]1[CH2:20][C@@H:19]([CH3:21])[N:18]2[C@H:10]([CH2:11][C:12]3[C:17]2=[N:16][C:15]([CH:22]([C:27]([CH3:32])([CH3:31])[CH:28]([CH3:30])[CH3:29])[O:23][SiH:24]([CH3:26])[CH3:25])=[C:14](Br)[CH:13]=3)[CH2:9]1)=[O:7])([CH3:4])([CH3:3])[CH3:2].C([Li])(C)(C)C.CN(C)[CH:41]=[O:42]. The catalyst is C1(C)C=CC=CC=1.CCCCC. The product is [C:1]([O:5][C:6]([N:8]1[CH2:20][C@@H:19]([CH3:21])[N:18]2[C@H:10]([CH2:11][C:12]3[C:17]2=[N:16][C:15]([CH:22]([C:27]([CH3:32])([CH3:31])[CH:28]([CH3:30])[CH3:29])[O:23][SiH:24]([CH3:26])[CH3:25])=[C:14]([CH:41]=[O:42])[CH:13]=3)[CH2:9]1)=[O:7])([CH3:4])([CH3:3])[CH3:2]. The yield is 0.946. (3) The reactants are [CH3:1][C:2]1[N:3]=[C:4]([CH2:10][CH2:11][C:12]2[C:13]([C:17]3[CH:22]=[CH:21][CH:20]=[CH:19][N:18]=3)=[N:14][O:15][CH:16]=2)[S:5][C:6]=1[C:7]([OH:9])=O.[F:23][C:24]([F:28])([F:27])[CH2:25][NH2:26]. No catalyst specified. The product is [F:23][C:24]([F:28])([F:27])[CH2:25][NH:26][C:7]([C:6]1[S:5][C:4]([CH2:10][CH2:11][C:12]2[C:13]([C:17]3[CH:22]=[CH:21][CH:20]=[CH:19][N:18]=3)=[N:14][O:15][CH:16]=2)=[N:3][C:2]=1[CH3:1])=[O:9]. The yield is 0.930. (4) The reactants are [F:1][C:2]1[CH:10]=[CH:9][CH:8]=[C:7]2[C:3]=1[CH:4]=[CH:5][NH:6]2.C([BH3-])#N.[Na+].[OH-].[Na+]. The catalyst is C(O)(=O)C. The product is [F:1][C:2]1[CH:10]=[CH:9][CH:8]=[C:7]2[C:3]=1[CH2:4][CH2:5][NH:6]2. The yield is 0.529.